From a dataset of Forward reaction prediction with 1.9M reactions from USPTO patents (1976-2016). Predict the product of the given reaction. (1) Given the reactants [NH:1]1[CH:8]=[CH:7][C:5]([NH2:6])=[N:4][C:2]1=[O:3].F[C:10](F)(F)C(O)=O.CO[CH:18](OC)[N:19]([CH3:21])[CH3:20], predict the reaction product. The product is: [CH3:18][N:19]([CH:21]=[N:6][C:5]1[CH:7]=[CH:8][N:1]([CH3:10])[C:2](=[O:3])[N:4]=1)[CH3:20]. (2) Given the reactants [NH2:1][C:2]1[CH:25]=[CH:24][C:23]([N:26]2[CH2:31][CH2:30][CH2:29][CH2:28][CH2:27]2)=[CH:22][C:3]=1[C:4]([NH:6][C:7]1[N:11]=[CH:10][N:9]([C:12]2[CH:17]=[CH:16][CH:15]=[C:14]([C:18]([F:21])([F:20])[F:19])[CH:13]=2)[N:8]=1)=[O:5].N1C=CC=CC=1.[CH3:38][N:39]([CH2:51][CH2:52][N:53]1[CH2:58][CH2:57][O:56][CH2:55][CH2:54]1)[C:40]([C:42]1[CH:43]=[C:44]([CH:48]=[CH:49][CH:50]=1)[C:45](Cl)=[O:46])=[O:41], predict the reaction product. The product is: [CH3:38][N:39]([CH2:51][CH2:52][N:53]1[CH2:58][CH2:57][O:56][CH2:55][CH2:54]1)[C:40](=[O:41])[C:42]1[CH:50]=[CH:49][CH:48]=[C:44]([C:45]([NH:1][C:2]2[CH:25]=[CH:24][C:23]([N:26]3[CH2:31][CH2:30][CH2:29][CH2:28][CH2:27]3)=[CH:22][C:3]=2[C:4](=[O:5])[NH:6][C:7]2[N:11]=[CH:10][N:9]([C:12]3[CH:17]=[CH:16][CH:15]=[C:14]([C:18]([F:21])([F:19])[F:20])[CH:13]=3)[N:8]=2)=[O:46])[CH:43]=1. (3) Given the reactants [CH:1]([Mg]Br)([CH3:3])[CH3:2].Br[C:7]1[CH:16]=[C:15]([CH3:17])[CH:14]=[CH:13][C:8]=1[C:9]([O:11][CH3:12])=[O:10], predict the reaction product. The product is: [CH:1]([C:7]1[CH:16]=[C:15]([CH3:17])[CH:14]=[CH:13][C:8]=1[C:9]([O:11][CH3:12])=[O:10])([CH3:3])[CH3:2]. (4) Given the reactants [CH:1]([C:3]1[CH:4]=[C:5]([CH:22]=[CH:23][C:24]=1[CH3:25])[C:6]([N:8]1[CH2:13][CH2:12][CH:11]([C:14]2[CH:21]=[CH:20][C:17]([C:18]#[N:19])=[CH:16][CH:15]=2)[CH2:10][CH2:9]1)=[O:7])=[O:2].[O-:26][Mn](=O)(=O)=O.[K+], predict the reaction product. The product is: [C:18]([C:17]1[CH:16]=[CH:15][C:14]([CH:11]2[CH2:12][CH2:13][N:8]([C:6]([C:5]3[CH:22]=[CH:23][C:24]([CH3:25])=[C:3]([CH:4]=3)[C:1]([OH:26])=[O:2])=[O:7])[CH2:9][CH2:10]2)=[CH:21][CH:20]=1)#[N:19]. (5) Given the reactants [CH3:1][N:2]1[CH2:6][CH2:5][CH2:4][C@H:3]1[C:7]1[CH:8]=[C:9]([O:13][CH2:14][CH2:15][NH2:16])[CH:10]=[N:11][CH:12]=1.[C:17]([O:21][C:22]([C@H]1CC[C@H](C(O)=O)CC1)=[O:23])([CH3:20])([CH3:19])[CH3:18].C(P1(=O)OP(CCC)(=O)OP(C[CH2:48][CH3:49])(=O)O1)CC.CC[N:53](CC)CC.[CH3:58][CH:59]1[CH2:63][CH2:62][CH2:61][O:60]1, predict the reaction product. The product is: [CH3:1][N:2]1[CH2:6][CH2:5][CH2:4][C@H:3]1[C:7]1[CH:8]=[C:9]([O:13][CH2:14][CH2:15][NH:16][C:61]([C@H:62]2[CH2:49][CH2:48][C@H:58]([NH:53][C:22](=[O:23])[O:21][C:17]([CH3:18])([CH3:19])[CH3:20])[CH2:59][CH2:63]2)=[O:60])[CH:10]=[N:11][CH:12]=1.